This data is from Full USPTO retrosynthesis dataset with 1.9M reactions from patents (1976-2016). The task is: Predict the reactants needed to synthesize the given product. (1) Given the product [F:23][C:24]1[CH:32]=[C:31]([F:33])[CH:30]=[CH:29][C:25]=1[C:26]([NH:14][C:15]1[CH:22]=[CH:21][C:18]([CH2:19][NH:20][C:5]2[C:4]3[C:9](=[CH:10][CH:11]=[C:2]([CH3:1])[CH:3]=3)[N:8]=[C:7]([NH:35][CH3:34])[N:6]=2)=[CH:17][CH:16]=1)=[O:27], predict the reactants needed to synthesize it. The reactants are: [CH3:1][C:2]1[CH:3]=[C:4]2[C:9](=[CH:10][CH:11]=1)[N:8]=[C:7](Cl)[N:6]=[C:5]2Cl.[NH2:14][C:15]1[CH:22]=[CH:21][C:18]([CH2:19][NH2:20])=[CH:17][CH:16]=1.[F:23][C:24]1[CH:32]=[C:31]([F:33])[CH:30]=[CH:29][C:25]=1[C:26](Cl)=[O:27].[CH3:34][NH2:35]. (2) Given the product [CH2:1]([N:3]1[C:11]2[C:6](=[N+:7]([O-:35])[CH:8]=[CH:9][C:10]=2[CH3:12])[N:5]([C:13]2[CH:18]=[CH:17][C:16]([O:19][Si:20]([CH:21]([CH3:22])[CH3:23])([CH:24]([CH3:26])[CH3:25])[CH:27]([CH3:29])[CH3:28])=[CH:15][CH:14]=2)[C:4]1=[O:30])[CH3:2], predict the reactants needed to synthesize it. The reactants are: [CH2:1]([N:3]1[C:11]2[C:6](=[N:7][CH:8]=[CH:9][C:10]=2[CH3:12])[N:5]([C:13]2[CH:18]=[CH:17][C:16]([O:19][Si:20]([CH:27]([CH3:29])[CH3:28])([CH:24]([CH3:26])[CH3:25])[CH:21]([CH3:23])[CH3:22])=[CH:15][CH:14]=2)[C:4]1=[O:30])[CH3:2].OO.NC(N)=[O:35].FC(F)(F)C(OC(=O)C(F)(F)F)=O.C([O-])(O)=O.[Na+].